This data is from Forward reaction prediction with 1.9M reactions from USPTO patents (1976-2016). The task is: Predict the product of the given reaction. (1) The product is: [CH2:22]([O:9][C:8]([CH:5]1[CH2:6][CH2:7][CH:2]([OH:1])[CH2:3][CH2:4]1)=[O:10])[CH3:23]. Given the reactants [OH:1][CH:2]1[CH2:7][CH2:6][CH:5]([C:8]([OH:10])=[O:9])[CH2:4][CH2:3]1.S(=O)(=O)(O)O.C([O-])([O-])=O.[Na+].[Na+].[CH2:22](O)[CH3:23], predict the reaction product. (2) Given the reactants [NH:1](C(OCC1C2C(=CC=CC=2)C2C1=CC=CC=2)=O)[C@H:2]([C:19]([OH:21])=[O:20])[CH2:3][CH2:4][CH2:5][NH:6]C(=C1C(=O)CC(C)(C)CC1=O)C.C1C=CC2N(O)N=NC=2C=1.CN(C(ON1N=NC2C=CC=CC1=2)=[N+](C)C)C.F[P-](F)(F)(F)(F)F.CN1CCOCC1, predict the reaction product. The product is: [NH2:1][C@H:2]([C:19]([OH:21])=[O:20])[CH2:3][CH2:4][CH2:5][NH2:6]. (3) Given the reactants [O:1]1CCOCC1.[ClH:7].Cl.[NH2:9][C@H:10]1[CH2:15][CH2:14][N:13]([CH2:16][CH2:17][C:18]2[C:27]3[C:22](=[CH:23][CH:24]=[C:25]([O:28][CH3:29])[CH:26]=3)[N:21]=[CH:20][C:19]=2[Cl:30])[CH2:12][C@H:11]1[OH:31].C(N(CC)CC)C.[O:39]=[C:40]1[CH2:45][O:44][C:43]2[CH:46]=[CH:47][C:48]([CH:50]=O)=[N:49][C:42]=2[NH:41]1.[BH4-].[Na+], predict the reaction product. The product is: [NH4+:9].[OH-:1].[ClH:30].[ClH:7].[Cl:30][C:19]1[CH:20]=[N:21][C:22]2[C:27]([C:18]=1[CH2:17][CH2:16][N:13]1[CH2:14][CH2:15][C@H:10]([NH:9][CH2:50][C:48]3[CH:47]=[CH:46][C:43]4[O:44][CH2:45][C:40](=[O:39])[NH:41][C:42]=4[N:49]=3)[C@H:11]([OH:31])[CH2:12]1)=[CH:26][C:25]([O:28][CH3:29])=[CH:24][CH:23]=2. (4) Given the reactants [F:1][C:2]([F:13])([F:12])[O:3][C:4]1[CH:11]=[CH:10][C:7]([CH:8]=O)=[CH:6][CH:5]=1.[NH2:14][C:15]1[N:16]=[N:17][C:18]([CH3:21])=[CH:19][CH:20]=1.C([O:24][C:25](=O)[C:26]([OH:40])=[CH:27][C:28]([C:30]1[CH:35]=[CH:34][C:33]([CH2:36][CH:37]([CH3:39])[CH3:38])=[CH:32][CH:31]=1)=[O:29])C, predict the reaction product. The product is: [OH:40][C:26]1[C:25](=[O:24])[N:14]([C:15]2[N:16]=[N:17][C:18]([CH3:21])=[CH:19][CH:20]=2)[CH:8]([C:7]2[CH:10]=[CH:11][C:4]([O:3][C:2]([F:13])([F:12])[F:1])=[CH:5][CH:6]=2)[C:27]=1[C:28](=[O:29])[C:30]1[CH:35]=[CH:34][C:33]([CH2:36][CH:37]([CH3:38])[CH3:39])=[CH:32][CH:31]=1. (5) Given the reactants [Br:1][C:2]1[CH:3]=[CH:4][C:5]([C:9]([OH:11])=O)=[N:6][C:7]=1[CH3:8].[CH:12]1([NH2:16])[CH2:15][CH2:14][CH2:13]1.C(N(CC)C(C)C)(C)C.C(P1(=O)OP(=O)(CCC)OP(=O)(CCC)O1)CC, predict the reaction product. The product is: [Br:1][C:2]1[CH:3]=[CH:4][C:5]([C:9]([NH:16][CH:12]2[CH2:15][CH2:14][CH2:13]2)=[O:11])=[N:6][C:7]=1[CH3:8].